Dataset: Forward reaction prediction with 1.9M reactions from USPTO patents (1976-2016). Task: Predict the product of the given reaction. (1) Given the reactants Br[C:2]1[C:3]([Cl:10])=[C:4]([CH2:8][OH:9])[CH:5]=[CH:6][CH:7]=1.[O:11]1[CH2:16][CH2:15][O:14][C:13]2[CH:17]=[C:18](C3C(C)=C(CO)C=CC=3)[CH:19]=[CH:20][C:12]1=2, predict the reaction product. The product is: [Cl:10][C:3]1[C:2]([C:18]2[CH:19]=[CH:20][C:12]3[O:11][CH2:16][CH2:15][O:14][C:13]=3[CH:17]=2)=[CH:7][CH:6]=[CH:5][C:4]=1[CH2:8][OH:9]. (2) Given the reactants [Cl:1][C:2]1[CH:8]=[CH:7][C:5](N)=[CH:4][C:3]=1[C:9]([F:12])([F:11])[F:10].[Cl-].[CH3:14][O:15][C:16](=[O:21])[CH2:17][C:18](O)=[O:19].C(N(CC)CC)C, predict the reaction product. The product is: [Cl:1][C:2]1[CH:8]=[CH:7][C:5]([CH:17]([CH:18]=[O:19])[C:16]([O:15][CH3:14])=[O:21])=[CH:4][C:3]=1[C:9]([F:12])([F:11])[F:10]. (3) Given the reactants [F:1][C:2]1[CH:33]=[CH:32][C:31]([C:34]([NH:36][C:37]2[CH:42]=[C:41]([CH3:43])[CH:40]=[CH:39][C:38]=2[F:44])=[O:35])=[CH:30][C:3]=1[O:4][C:5]1[CH:10]=[CH:9][N:8]=[C:7]([C:11]2[NH:15][CH:14]=[C:13]([C:16]([NH:18][CH:19]([CH2:24][CH2:25][C:26]([O:28]C)=[O:27])[C:20]([O:22]C)=[O:21])=[O:17])[CH:12]=2)[CH:6]=1.[OH-].[Na+].O.Cl, predict the reaction product. The product is: [F:1][C:2]1[CH:33]=[CH:32][C:31]([C:34]([NH:36][C:37]2[CH:42]=[C:41]([CH3:43])[CH:40]=[CH:39][C:38]=2[F:44])=[O:35])=[CH:30][C:3]=1[O:4][C:5]1[CH:10]=[CH:9][N:8]=[C:7]([C:11]2[NH:15][CH:14]=[C:13]([C:16]([NH:18][CH:19]([CH2:24][CH2:25][C:26]([OH:28])=[O:27])[C:20]([OH:22])=[O:21])=[O:17])[CH:12]=2)[CH:6]=1. (4) Given the reactants [F:1][C:2]1[CH:3]=[C:4]2[C:8](=[CH:9][CH:10]=1)[N:7]([CH2:11][C@H:12]1[CH2:21][N:16]3[CH2:17][CH2:18][NH:19][CH2:20][C@@H:15]3[CH2:14][CH2:13]1)[CH:6]=[CH:5]2.Cl[C:23]1[N:28]=[CH:27][C:26]([F:29])=[CH:25][N:24]=1.C(=O)([O-])[O-].[Na+].[Na+], predict the reaction product. The product is: [F:1][C:2]1[CH:3]=[C:4]2[C:8](=[CH:9][CH:10]=1)[N:7]([CH2:11][C@H:12]1[CH2:21][N:16]3[CH2:17][CH2:18][N:19]([C:23]4[N:28]=[CH:27][C:26]([F:29])=[CH:25][N:24]=4)[CH2:20][C@@H:15]3[CH2:14][CH2:13]1)[CH:6]=[CH:5]2.